This data is from NCI-60 drug combinations with 297,098 pairs across 59 cell lines. The task is: Regression. Given two drug SMILES strings and cell line genomic features, predict the synergy score measuring deviation from expected non-interaction effect. (1) Drug 1: C1=NC2=C(N1)C(=S)N=CN2. Drug 2: C(CCl)NC(=O)N(CCCl)N=O. Cell line: BT-549. Synergy scores: CSS=26.1, Synergy_ZIP=-11.0, Synergy_Bliss=-6.10, Synergy_Loewe=-23.1, Synergy_HSA=-4.32. (2) Drug 1: CN(C)N=NC1=C(NC=N1)C(=O)N. Drug 2: CC1=C(C=C(C=C1)NC(=O)C2=CC=C(C=C2)CN3CCN(CC3)C)NC4=NC=CC(=N4)C5=CN=CC=C5. Cell line: SF-268. Synergy scores: CSS=-8.21, Synergy_ZIP=3.41, Synergy_Bliss=1.37, Synergy_Loewe=-3.48, Synergy_HSA=-4.36. (3) Drug 1: COC1=NC(=NC2=C1N=CN2C3C(C(C(O3)CO)O)O)N. Drug 2: CC=C1C(=O)NC(C(=O)OC2CC(=O)NC(C(=O)NC(CSSCCC=C2)C(=O)N1)C(C)C)C(C)C. Synergy scores: CSS=29.7, Synergy_ZIP=3.47, Synergy_Bliss=1.35, Synergy_Loewe=-47.6, Synergy_HSA=-1.26. Cell line: SW-620. (4) Drug 1: CCC1=C2CN3C(=CC4=C(C3=O)COC(=O)C4(CC)O)C2=NC5=C1C=C(C=C5)O. Drug 2: CN1C2=C(C=C(C=C2)N(CCCl)CCCl)N=C1CCCC(=O)O.Cl. Cell line: SW-620. Synergy scores: CSS=20.4, Synergy_ZIP=-2.02, Synergy_Bliss=0.784, Synergy_Loewe=-29.4, Synergy_HSA=0.672. (5) Drug 1: COC1=C(C=C2C(=C1)N=CN=C2NC3=CC(=C(C=C3)F)Cl)OCCCN4CCOCC4. Drug 2: C1=CC(=CC=C1CCC2=CNC3=C2C(=O)NC(=N3)N)C(=O)NC(CCC(=O)O)C(=O)O. Cell line: SR. Synergy scores: CSS=58.0, Synergy_ZIP=4.21, Synergy_Bliss=1.03, Synergy_Loewe=0.719, Synergy_HSA=5.14. (6) Drug 1: CC12CCC3C(C1CCC2O)C(CC4=C3C=CC(=C4)O)CCCCCCCCCS(=O)CCCC(C(F)(F)F)(F)F. Drug 2: CS(=O)(=O)OCCCCOS(=O)(=O)C. Cell line: SN12C. Synergy scores: CSS=15.2, Synergy_ZIP=-2.51, Synergy_Bliss=2.17, Synergy_Loewe=4.64, Synergy_HSA=4.75. (7) Drug 1: CCC1(CC2CC(C3=C(CCN(C2)C1)C4=CC=CC=C4N3)(C5=C(C=C6C(=C5)C78CCN9C7C(C=CC9)(C(C(C8N6C)(C(=O)OC)O)OC(=O)C)CC)OC)C(=O)OC)O.OS(=O)(=O)O. Cell line: M14. Synergy scores: CSS=9.04, Synergy_ZIP=0.440, Synergy_Bliss=1.96, Synergy_Loewe=0.798, Synergy_HSA=0.709. Drug 2: CC12CCC3C(C1CCC2OP(=O)(O)O)CCC4=C3C=CC(=C4)OC(=O)N(CCCl)CCCl.[Na+]. (8) Drug 1: C#CCC(CC1=CN=C2C(=N1)C(=NC(=N2)N)N)C3=CC=C(C=C3)C(=O)NC(CCC(=O)O)C(=O)O. Drug 2: CC1C(C(CC(O1)OC2CC(CC3=C2C(=C4C(=C3O)C(=O)C5=CC=CC=C5C4=O)O)(C(=O)C)O)N)O. Cell line: MDA-MB-435. Synergy scores: CSS=45.8, Synergy_ZIP=-8.20, Synergy_Bliss=-10.2, Synergy_Loewe=-5.89, Synergy_HSA=-4.58.